The task is: Regression. Given a peptide amino acid sequence and an MHC pseudo amino acid sequence, predict their binding affinity value. This is MHC class II binding data.. This data is from Peptide-MHC class II binding affinity with 134,281 pairs from IEDB. (1) The peptide sequence is GEIYKRWIILGLNKIVRMY. The MHC is HLA-DQA10301-DQB10302 with pseudo-sequence HLA-DQA10301-DQB10302. The binding affinity (normalized) is 0.125. (2) The peptide sequence is SGGFSTTVSTEQNVP. The MHC is DRB1_0802 with pseudo-sequence DRB1_0802. The binding affinity (normalized) is 0.126. (3) The peptide sequence is AGLGLRSAISSGLGS. The MHC is DRB1_0101 with pseudo-sequence DRB1_0101. The binding affinity (normalized) is 0.494. (4) The peptide sequence is QAYAATVAAAPQVKY. The MHC is HLA-DQA10401-DQB10402 with pseudo-sequence HLA-DQA10401-DQB10402. The binding affinity (normalized) is 0.524. (5) The peptide sequence is KVYLAWVPAHKGIGG. The MHC is DRB1_1302 with pseudo-sequence DRB1_1302. The binding affinity (normalized) is 0.277. (6) The MHC is H-2-IAb with pseudo-sequence H-2-IAb. The binding affinity (normalized) is 0.0443. The peptide sequence is SQTSYQYLIIQNRTW. (7) The peptide sequence is SQTEVKEEGKEELQE. The MHC is DRB3_0101 with pseudo-sequence DRB3_0101. The binding affinity (normalized) is 0.